This data is from NCI-60 drug combinations with 297,098 pairs across 59 cell lines. The task is: Regression. Given two drug SMILES strings and cell line genomic features, predict the synergy score measuring deviation from expected non-interaction effect. (1) Drug 1: C1CC(CNC1)C2=CC=C(C=C2)N3C=C4C=CC=C(C4=N3)C(=O)N. Drug 2: C1CC(C1)(C2=CC=C(C=C2)C3=C(C=C4C(=N3)C=CN5C4=NNC5=O)C6=CC=CC=C6)N. Cell line: HT29. Synergy scores: CSS=52.2, Synergy_ZIP=10.8, Synergy_Bliss=12.3, Synergy_Loewe=12.4, Synergy_HSA=15.9. (2) Drug 1: CC1=C(C(CCC1)(C)C)C=CC(=CC=CC(=CC(=O)O)C)C. Drug 2: C1CC(C1)(C(=O)O)C(=O)O.[NH2-].[NH2-].[Pt+2]. Cell line: MDA-MB-231. Synergy scores: CSS=14.6, Synergy_ZIP=-1.57, Synergy_Bliss=2.97, Synergy_Loewe=2.14, Synergy_HSA=2.54.